Dataset: Reaction yield outcomes from USPTO patents with 853,638 reactions. Task: Predict the reaction yield, written as a fraction of the theoretical maximum amount of product (1.0 means a 100% yield; for example, 0.34 means a 34% yield). The reactants are [Cl:1][C:2]1[CH:3]=[C:4]([CH2:8][C:9](O)=O)[CH:5]=[CH:6][CH:7]=1.[CH3:12][O:13][C:14]1[CH:19]=[CH:18][CH:17]=[CH:16][C:15]=1[NH:20][C:21](=[S:24])[NH:22][NH2:23]. No catalyst specified. The product is [Cl:1][C:2]1[CH:3]=[C:4]([CH:5]=[CH:6][CH:7]=1)[CH2:8][C:9]1[N:20]([C:15]2[CH:16]=[CH:17][CH:18]=[CH:19][C:14]=2[O:13][CH3:12])[C:21](=[S:24])[NH:22][N:23]=1. The yield is 0.240.